From a dataset of Reaction yield outcomes from USPTO patents with 853,638 reactions. Predict the reaction yield, written as a fraction of the theoretical maximum amount of product (1.0 means a 100% yield; for example, 0.34 means a 34% yield). (1) The reactants are [CH2:1]([N:5]([CH2:15][CH2:16][CH2:17][CH3:18])[C:6]1[CH:13]=[CH:12][C:9]([CH:10]=[O:11])=[C:8]([OH:14])[CH:7]=1)[CH2:2][CH2:3][CH3:4].N1C=CN=C1.[C:24]([Si:28](Cl)([C:35]1[CH:40]=[CH:39][CH:38]=[CH:37][CH:36]=1)[C:29]1[CH:34]=[CH:33][CH:32]=[CH:31][CH:30]=1)([CH3:27])([CH3:26])[CH3:25].O. The catalyst is CN(C)C=O.C(OCC)(=O)C. The product is [CH2:1]([N:5]([CH2:15][CH2:16][CH2:17][CH3:18])[C:6]1[CH:13]=[CH:12][C:9]([CH:10]=[O:11])=[C:8]([O:14][Si:28]([C:24]([CH3:27])([CH3:26])[CH3:25])([C:35]2[CH:36]=[CH:37][CH:38]=[CH:39][CH:40]=2)[C:29]2[CH:34]=[CH:33][CH:32]=[CH:31][CH:30]=2)[CH:7]=1)[CH2:2][CH2:3][CH3:4]. The yield is 0.977. (2) The reactants are [Cl:1][C:2]1[C:3]([O:21][CH3:22])=[CH:4][CH:5]=[C:6]2[C:11]=1[N:10]=[C:9]([C:12]1[S:13][CH:14]=[C:15]([CH:17]([CH3:19])[CH3:18])[N:16]=1)[CH:8]=[C:7]2O.O=P(Cl)(Cl)[Cl:25]. No catalyst specified. The product is [Cl:25][C:7]1[C:6]2[C:11](=[C:2]([Cl:1])[C:3]([O:21][CH3:22])=[CH:4][CH:5]=2)[N:10]=[C:9]([C:12]2[S:13][CH:14]=[C:15]([CH:17]([CH3:19])[CH3:18])[N:16]=2)[CH:8]=1. The yield is 0.970. (3) The reactants are CC(OI1(OC(C)=O)(OC(C)=O)OC(=O)C2C=CC=CC1=2)=O.[CH3:23][S:24]([N:27]1[CH2:32][CH2:31][C:30]2[N:33]([CH2:46][CH2:47][CH2:48][OH:49])[N:34]=[C:35]([C:36]3[CH:41]=[CH:40][C:39]([C:42]([F:45])([F:44])[F:43])=[CH:38][CH:37]=3)[C:29]=2[CH2:28]1)(=[O:26])=[O:25].[O-]S([O-])(=S)=O.[Na+].[Na+]. The catalyst is C(Cl)Cl.CCOCC.C([O-])(O)=O.[Na+]. The product is [CH3:23][S:24]([N:27]1[CH2:32][CH2:31][C:30]2[N:33]([CH2:46][CH2:47][CH:48]=[O:49])[N:34]=[C:35]([C:36]3[CH:37]=[CH:38][C:39]([C:42]([F:43])([F:44])[F:45])=[CH:40][CH:41]=3)[C:29]=2[CH2:28]1)(=[O:26])=[O:25]. The yield is 0.850.